Dataset: Full USPTO retrosynthesis dataset with 1.9M reactions from patents (1976-2016). Task: Predict the reactants needed to synthesize the given product. (1) Given the product [Cl:1][C:2]([F:27])([F:26])[O:3][C:4]1[CH:9]=[CH:8][C:7]([NH:10][C:11](=[O:25])[C:12]2[CH:17]=[C:16]([C:32]3[NH:31][N:30]=[C:29]([CH3:28])[CH:33]=3)[C:15]([N:19]3[CH2:22][CH:21]([CH2:23][OH:24])[CH2:20]3)=[N:14][CH:13]=2)=[CH:6][CH:5]=1, predict the reactants needed to synthesize it. The reactants are: [Cl:1][C:2]([F:27])([F:26])[O:3][C:4]1[CH:9]=[CH:8][C:7]([NH:10][C:11](=[O:25])[C:12]2[CH:17]=[C:16](I)[C:15]([N:19]3[CH2:22][CH:21]([CH2:23][OH:24])[CH2:20]3)=[N:14][CH:13]=2)=[CH:6][CH:5]=1.[CH3:28][C:29]1[CH:33]=[C:32](B2OC(C)(C)C(C)(C)O2)[N:31](C2CCCCO2)[N:30]=1.[O-]P([O-])([O-])=O.[K+].[K+].[K+].C(O)(C(F)(F)F)=O.C([O-])([O-])=O.[Na+].[Na+]. (2) Given the product [CH2:1]([N:8]1[CH2:13][CH2:12][CH2:11][CH:10]([CH2:14][CH2:15][CH2:16][CH2:17][NH2:18])[CH2:9]1)[C:2]1[CH:7]=[CH:6][CH:5]=[CH:4][CH:3]=1, predict the reactants needed to synthesize it. The reactants are: [CH2:1]([N:8]1[CH2:13][CH2:12][CH2:11][C:10](=[CH:14][CH2:15][CH2:16][C:17]#[N:18])[CH2:9]1)[C:2]1[CH:7]=[CH:6][CH:5]=[CH:4][CH:3]=1.[H][H]. (3) Given the product [Cl:12][C:13]1[C:22]([N+:23]([O-:25])=[O:24])=[C:21]([NH:26][CH2:27][C:28]2[O:10][N:9]=[C:8]([C:5]3[CH:6]=[CH:7][C:2]([F:1])=[CH:3][CH:4]=3)[CH:29]=2)[C:20]2[C:15](=[CH:16][CH:17]=[CH:18][CH:19]=2)[N:14]=1, predict the reactants needed to synthesize it. The reactants are: [F:1][C:2]1[CH:7]=[CH:6][C:5]([C:8](Cl)=[N:9][OH:10])=[CH:4][CH:3]=1.[Cl:12][C:13]1[C:22]([N+:23]([O-:25])=[O:24])=[C:21]([NH:26][CH2:27][C:28]#[CH:29])[C:20]2[C:15](=[CH:16][CH:17]=[CH:18][CH:19]=2)[N:14]=1.C(N(CC)CC)C. (4) The reactants are: [OH:1][C:2]1[CH:7]=[CH:6][C:5]([C:8]2[N:9]=[CH:10][N:11]([C:13]([N:15]([CH:17]3[CH2:22][CH2:21][N:20]([C:23]4[CH:28]=[CH:27][C:26]([O:29][CH3:30])=[CH:25][CH:24]=4)[CH2:19][CH2:18]3)[CH3:16])=[O:14])[CH:12]=2)=[CH:4][CH:3]=1.[S:31](Cl)(=[O:34])(=[O:33])[NH2:32]. Given the product [S:31](=[O:34])(=[O:33])([O:1][C:2]1[CH:3]=[CH:4][C:5]([C:8]2[N:9]=[CH:10][N:11]([C:13](=[O:14])[N:15]([CH:17]3[CH2:18][CH2:19][N:20]([C:23]4[CH:24]=[CH:25][C:26]([O:29][CH3:30])=[CH:27][CH:28]=4)[CH2:21][CH2:22]3)[CH3:16])[CH:12]=2)=[CH:6][CH:7]=1)[NH2:32], predict the reactants needed to synthesize it. (5) The reactants are: [Si:1]([O:8][C:9]1[CH:15]=[CH:14][C:12]([NH2:13])=[CH:11][CH:10]=1)([C:4]([CH3:7])([CH3:6])[CH3:5])([CH3:3])[CH3:2].Br[C:17]1[CH:18]=[N:19][N:20]([CH:22]2[CH2:24][CH2:23]2)[CH:21]=1. Given the product [Si:1]([O:8][C:9]1[CH:15]=[CH:14][C:12]([NH:13][C:17]2[CH:18]=[N:19][N:20]([CH:22]3[CH2:24][CH2:23]3)[CH:21]=2)=[CH:11][CH:10]=1)([C:4]([CH3:7])([CH3:6])[CH3:5])([CH3:3])[CH3:2], predict the reactants needed to synthesize it.